Dataset: Full USPTO retrosynthesis dataset with 1.9M reactions from patents (1976-2016). Task: Predict the reactants needed to synthesize the given product. (1) The reactants are: [CH3:1][O:2][C:3]1[CH:8]=[CH:7][CH:6]=[CH:5][C:4]=1[CH2:9][CH2:10][C:11](O)=O.C1CCC(N=C=NC2CCCCC2)CC1.[N:29]1[C:33]2[CH:34]=[CH:35][C:36]([C:38]([NH:40][NH2:41])=O)=[CH:37][C:32]=2[NH:31][CH:30]=1.COC1C=CC(P2(SP(C3C=CC(OC)=CC=3)(=S)S2)=[S:51])=CC=1. Given the product [CH3:1][O:2][C:3]1[CH:8]=[CH:7][CH:6]=[CH:5][C:4]=1[CH2:9][CH2:10][C:11]1[S:51][C:38]([C:36]2[CH:35]=[CH:34][C:33]3[NH:29][CH:30]=[N:31][C:32]=3[CH:37]=2)=[N:40][N:41]=1, predict the reactants needed to synthesize it. (2) Given the product [C:1]1([NH:7][C:8]([N:10]2[CH2:15][CH2:14][N:13]([CH:22]3[CH2:21][CH2:20][C:19]4[C:24](=[CH:25][CH:26]=[C:17]([Br:16])[CH:18]=4)[CH2:23]3)[CH2:12][CH2:11]2)=[O:9])[CH:6]=[CH:5][CH:4]=[CH:3][CH:2]=1, predict the reactants needed to synthesize it. The reactants are: [C:1]1([NH:7][C:8]([N:10]2[CH2:15][CH2:14][NH:13][CH2:12][CH2:11]2)=[O:9])[CH:6]=[CH:5][CH:4]=[CH:3][CH:2]=1.[Br:16][C:17]1[CH:18]=[C:19]2[C:24](=[CH:25][CH:26]=1)[CH2:23][C:22](=O)[CH2:21][CH2:20]2. (3) Given the product [CH3:15][C:16]1([CH3:32])[C:20]([CH3:22])([CH3:21])[O:19][B:18]([C:2]2[CH:3]=[CH:4][C:5]3[N:6]([CH:8]=[C:9]([NH:11][C:12](=[O:14])[CH3:13])[N:10]=3)[N:7]=2)[O:17]1, predict the reactants needed to synthesize it. The reactants are: Cl[C:2]1[CH:3]=[CH:4][C:5]2[N:6]([CH:8]=[C:9]([NH:11][C:12](=[O:14])[CH3:13])[N:10]=2)[N:7]=1.[CH3:15][C:16]1([CH3:32])[C:20]([CH3:22])([CH3:21])[O:19][B:18]([B:18]2[O:19][C:20]([CH3:22])([CH3:21])[C:16]([CH3:32])([CH3:15])[O:17]2)[O:17]1.C([O-])(=O)C.[K+]. (4) Given the product [CH2:1]([C@H:8]1[CH2:12][O:11][C:10](=[O:13])[N:9]1[C:14](=[O:43])[C@@H:15]([OH:62])[CH2:16][C@@H:17]1[CH2:22][CH2:21][C@@H:20]([O:23][CH2:24][C:25]2[CH:30]=[CH:29][C:28]([O:31][CH3:32])=[CH:27][CH:26]=2)[CH2:19][N:18]1[S:33]([C:36]1[CH:37]=[CH:38][C:39]([CH3:42])=[CH:40][CH:41]=1)(=[O:34])=[O:35])[C:2]1[CH:3]=[CH:4][CH:5]=[CH:6][CH:7]=1, predict the reactants needed to synthesize it. The reactants are: [CH2:1]([C@H:8]1[CH2:12][O:11][C:10](=[O:13])[N:9]1[C:14](=[O:43])[CH2:15][CH2:16][C@@H:17]1[CH2:22][CH2:21][C@@H:20]([O:23][CH2:24][C:25]2[CH:30]=[CH:29][C:28]([O:31][CH3:32])=[CH:27][CH:26]=2)[CH2:19][N:18]1[S:33]([C:36]1[CH:41]=[CH:40][C:39]([CH3:42])=[CH:38][CH:37]=1)(=[O:35])=[O:34])[C:2]1[CH:7]=[CH:6][CH:5]=[CH:4][CH:3]=1.C[Si]([N-][Si](C)(C)C)(C)C.[Na+].C1(C2[O:62]N2S(C2C=CC=CC=2)(=O)=O)C=CC=CC=1.